From a dataset of Peptide-MHC class II binding affinity with 134,281 pairs from IEDB. Regression. Given a peptide amino acid sequence and an MHC pseudo amino acid sequence, predict their binding affinity value. This is MHC class II binding data. (1) The peptide sequence is HMAKEDLVANQPNLK. The MHC is HLA-DPA10201-DPB10101 with pseudo-sequence HLA-DPA10201-DPB10101. The binding affinity (normalized) is 0.182. (2) The peptide sequence is IVQINGRHFDLRAQG. The MHC is HLA-DQA10401-DQB10402 with pseudo-sequence HLA-DQA10401-DQB10402. The binding affinity (normalized) is 0.162. (3) The binding affinity (normalized) is 0. The peptide sequence is LSPISNMVSMANNHM. The MHC is HLA-DPA10201-DPB10101 with pseudo-sequence HLA-DPA10201-DPB10101. (4) The peptide sequence is SDAKTLVLNIKYTRP. The MHC is HLA-DPA10201-DPB11401 with pseudo-sequence HLA-DPA10201-DPB11401. The binding affinity (normalized) is 0.0774. (5) The peptide sequence is FTNFKVAYSKSLKEL. The binding affinity (normalized) is 0.940. The MHC is DRB5_0101 with pseudo-sequence DRB5_0101. (6) The peptide sequence is KLLPVPPTVTIFKIS. The MHC is DRB1_0101 with pseudo-sequence DRB1_0101. The binding affinity (normalized) is 0.424. (7) The peptide sequence is RSFTLASSETG. The MHC is DRB1_0401 with pseudo-sequence DRB1_0401. The binding affinity (normalized) is 0.510. (8) The peptide sequence is EKKYSAATQFEPLAA. The MHC is HLA-DQA10501-DQB10201 with pseudo-sequence HLA-DQA10501-DQB10201. The binding affinity (normalized) is 0.438. (9) The peptide sequence is HDWILADKRPTAWFL. The MHC is DRB3_0101 with pseudo-sequence DRB3_0101. The binding affinity (normalized) is 0.744. (10) The peptide sequence is QVAQYKALPVVLENA. The MHC is HLA-DQA10501-DQB10301 with pseudo-sequence HLA-DQA10501-DQB10301. The binding affinity (normalized) is 0.211.